This data is from Forward reaction prediction with 1.9M reactions from USPTO patents (1976-2016). The task is: Predict the product of the given reaction. (1) The product is: [CH2:17]([NH:16][C:14]([NH:13][C:11]1[S:12][C:8]2[CH:7]=[C:6]([C:4](=[O:5])[CH2:3][CH2:2][NH:1][C:31](=[O:32])[C:30]3[CH:34]=[C:35]([F:38])[CH:36]=[CH:37][C:29]=3[F:28])[CH:20]=[CH:19][C:9]=2[N:10]=1)=[O:15])[CH3:18]. Given the reactants [NH2:1][CH2:2][CH2:3][C:4]([C:6]1[CH:20]=[CH:19][C:9]2[N:10]=[C:11]([NH:13][C:14]([NH:16][CH2:17][CH3:18])=[O:15])[S:12][C:8]=2[CH:7]=1)=[O:5].C(N(CC)CC)C.[F:28][C:29]1[CH:37]=[CH:36][C:35]([F:38])=[CH:34][C:30]=1[C:31](Cl)=[O:32], predict the reaction product. (2) Given the reactants [Cl:1][C:2]1[CH:3]=[C:4]([S:8]([N:11]2[C:16]3[CH:17]=[C:18]([NH:21][C:22](=[O:31])[C:23]4[C:28]([Cl:29])=[CH:27][CH:26]=[CH:25][C:24]=4[Cl:30])[CH:19]=[CH:20][C:15]=3[O:14][C@@H:13]([CH2:32]OS(C3C=CC(C)=CC=3)(=O)=O)[CH2:12]2)(=[O:10])=[O:9])[CH:5]=[CH:6][CH:7]=1.[NH2:44][CH2:45][CH2:46][CH2:47][C:48]([OH:50])=O, predict the reaction product. The product is: [Cl:30][C:24]1[CH:25]=[CH:26][CH:27]=[C:28]([Cl:29])[C:23]=1[C:22]([NH:21][C:18]1[CH:19]=[CH:20][C:15]2[O:14][C@@H:13]([CH2:32][N:44]3[CH2:45][CH2:46][CH2:47][C:48]3=[O:50])[CH2:12][N:11]([S:8]([C:4]3[CH:5]=[CH:6][CH:7]=[C:2]([Cl:1])[CH:3]=3)(=[O:10])=[O:9])[C:16]=2[CH:17]=1)=[O:31].